Dataset: Merck oncology drug combination screen with 23,052 pairs across 39 cell lines. Task: Regression. Given two drug SMILES strings and cell line genomic features, predict the synergy score measuring deviation from expected non-interaction effect. (1) Synergy scores: synergy=2.49. Drug 2: CCc1c2c(nc3ccc(O)cc13)-c1cc3c(c(=O)n1C2)COC(=O)C3(O)CC. Drug 1: O=C(CCCCCCC(=O)Nc1ccccc1)NO. Cell line: SW837. (2) Drug 1: O=S1(=O)NC2(CN1CC(F)(F)F)C1CCC2Cc2cc(C=CCN3CCC(C(F)(F)F)CC3)ccc2C1. Drug 2: Cc1nc(Nc2ncc(C(=O)Nc3c(C)cccc3Cl)s2)cc(N2CCN(CCO)CC2)n1. Cell line: NCIH520. Synergy scores: synergy=58.2. (3) Drug 1: Nc1ccn(C2OC(CO)C(O)C2(F)F)c(=O)n1. Drug 2: C=CCn1c(=O)c2cnc(Nc3ccc(N4CCN(C)CC4)cc3)nc2n1-c1cccc(C(C)(C)O)n1. Cell line: SKMES1. Synergy scores: synergy=-14.7. (4) Drug 1: O=C(CCCCCCC(=O)Nc1ccccc1)NO. Drug 2: CCC1(O)C(=O)OCc2c1cc1n(c2=O)Cc2cc3c(CN(C)C)c(O)ccc3nc2-1. Cell line: KPL1. Synergy scores: synergy=12.8. (5) Drug 1: COc1cc(C2c3cc4c(cc3C(OC3OC5COC(C)OC5C(O)C3O)C3COC(=O)C23)OCO4)cc(OC)c1O. Drug 2: O=C(O)C1(Cc2cccc(Nc3nccs3)n2)CCC(Oc2cccc(Cl)c2F)CC1. Cell line: A2780. Synergy scores: synergy=10.2. (6) Drug 1: O=S1(=O)NC2(CN1CC(F)(F)F)C1CCC2Cc2cc(C=CCN3CCC(C(F)(F)F)CC3)ccc2C1. Drug 2: COC12C(COC(N)=O)C3=C(C(=O)C(C)=C(N)C3=O)N1CC1NC12. Cell line: SKMEL30. Synergy scores: synergy=8.49. (7) Drug 1: CC(=O)OC1C(=O)C2(C)C(O)CC3OCC3(OC(C)=O)C2C(OC(=O)c2ccccc2)C2(O)CC(OC(=O)C(O)C(NC(=O)c3ccccc3)c3ccccc3)C(C)=C1C2(C)C. Drug 2: Cn1c(=O)n(-c2ccc(C(C)(C)C#N)cc2)c2c3cc(-c4cnc5ccccc5c4)ccc3ncc21. Cell line: HT144. Synergy scores: synergy=27.1. (8) Drug 1: COC1CC2CCC(C)C(O)(O2)C(=O)C(=O)N2CCCCC2C(=O)OC(C(C)CC2CCC(OP(C)(C)=O)C(OC)C2)CC(=O)C(C)C=C(C)C(O)C(OC)C(=O)C(C)CC(C)C=CC=CC=C1C. Drug 2: COC1=C2CC(C)CC(OC)C(O)C(C)C=C(C)C(OC(N)=O)C(OC)C=CC=C(C)C(=O)NC(=CC1=O)C2=O. Cell line: PA1. Synergy scores: synergy=16.2. (9) Drug 1: CCC1(O)CC2CN(CCc3c([nH]c4ccccc34)C(C(=O)OC)(c3cc4c(cc3OC)N(C)C3C(O)(C(=O)OC)C(OC(C)=O)C5(CC)C=CCN6CCC43C65)C2)C1. Drug 2: CC1(c2nc3c(C(N)=O)cccc3[nH]2)CCCN1. Cell line: EFM192B. Synergy scores: synergy=-7.32.